Dataset: NCI-60 drug combinations with 297,098 pairs across 59 cell lines. Task: Regression. Given two drug SMILES strings and cell line genomic features, predict the synergy score measuring deviation from expected non-interaction effect. (1) Synergy scores: CSS=-3.17, Synergy_ZIP=1.42, Synergy_Bliss=-1.48, Synergy_Loewe=-0.934, Synergy_HSA=-2.73. Drug 1: CCC1(CC2CC(C3=C(CCN(C2)C1)C4=CC=CC=C4N3)(C5=C(C=C6C(=C5)C78CCN9C7C(C=CC9)(C(C(C8N6C=O)(C(=O)OC)O)OC(=O)C)CC)OC)C(=O)OC)O.OS(=O)(=O)O. Drug 2: C1=CN(C=N1)CC(O)(P(=O)(O)O)P(=O)(O)O. Cell line: K-562. (2) Drug 1: CC1=C(C=C(C=C1)NC2=NC=CC(=N2)N(C)C3=CC4=NN(C(=C4C=C3)C)C)S(=O)(=O)N.Cl. Drug 2: CC1CCC2CC(C(=CC=CC=CC(CC(C(=O)C(C(C(=CC(C(=O)CC(OC(=O)C3CCCCN3C(=O)C(=O)C1(O2)O)C(C)CC4CCC(C(C4)OC)OCCO)C)C)O)OC)C)C)C)OC. Cell line: UO-31. Synergy scores: CSS=10.9, Synergy_ZIP=-8.29, Synergy_Bliss=-2.29, Synergy_Loewe=-9.20, Synergy_HSA=0.0927. (3) Drug 1: C#CCC(CC1=CN=C2C(=N1)C(=NC(=N2)N)N)C3=CC=C(C=C3)C(=O)NC(CCC(=O)O)C(=O)O. Drug 2: COC1=C2C(=CC3=C1OC=C3)C=CC(=O)O2. Cell line: RPMI-8226. Synergy scores: CSS=10.2, Synergy_ZIP=1.70, Synergy_Bliss=-5.26, Synergy_Loewe=9.28, Synergy_HSA=-2.82. (4) Drug 2: CC1=CC=C(C=C1)C2=CC(=NN2C3=CC=C(C=C3)S(=O)(=O)N)C(F)(F)F. Drug 1: CN(CC1=CN=C2C(=N1)C(=NC(=N2)N)N)C3=CC=C(C=C3)C(=O)NC(CCC(=O)O)C(=O)O. Cell line: HCT116. Synergy scores: CSS=58.5, Synergy_ZIP=5.90, Synergy_Bliss=0.345, Synergy_Loewe=-4.28, Synergy_HSA=-4.28. (5) Drug 1: CC1=C2C(C(=O)C3(C(CC4C(C3C(C(C2(C)C)(CC1OC(=O)C(C(C5=CC=CC=C5)NC(=O)OC(C)(C)C)O)O)OC(=O)C6=CC=CC=C6)(CO4)OC(=O)C)OC)C)OC. Drug 2: CCC1(CC2CC(C3=C(CCN(C2)C1)C4=CC=CC=C4N3)(C5=C(C=C6C(=C5)C78CCN9C7C(C=CC9)(C(C(C8N6C)(C(=O)OC)O)OC(=O)C)CC)OC)C(=O)OC)O.OS(=O)(=O)O. Cell line: OVCAR-4. Synergy scores: CSS=35.3, Synergy_ZIP=-10.7, Synergy_Bliss=-7.41, Synergy_Loewe=-5.69, Synergy_HSA=-3.16.